This data is from Forward reaction prediction with 1.9M reactions from USPTO patents (1976-2016). The task is: Predict the product of the given reaction. The product is: [CH3:13][O:12][C:3]1[C:2]([Cl:1])=[CH:7][C:6]([N+:8]([O-:10])=[O:9])=[C:5]([NH:14][CH:15]2[CH2:16][CH2:17][N:18]([C:21]([O:23][C:24]([CH3:27])([CH3:26])[CH3:25])=[O:22])[CH2:19][CH2:20]2)[CH:4]=1. Given the reactants [Cl:1][C:2]1[CH:7]=[C:6]([N+:8]([O-:10])=[O:9])[C:5](F)=[CH:4][C:3]=1[O:12][CH3:13].[NH2:14][CH:15]1[CH2:20][CH2:19][N:18]([C:21]([O:23][C:24]([CH3:27])([CH3:26])[CH3:25])=[O:22])[CH2:17][CH2:16]1.O.C(OCC)(=O)C, predict the reaction product.